This data is from HIV replication inhibition screening data with 41,000+ compounds from the AIDS Antiviral Screen. The task is: Binary Classification. Given a drug SMILES string, predict its activity (active/inactive) in a high-throughput screening assay against a specified biological target. The compound is CCCCC1(NN=C2CCCCC2)C(=O)N(c2ccccc2)N(c2ccccc2)C1=O. The result is 0 (inactive).